This data is from Forward reaction prediction with 1.9M reactions from USPTO patents (1976-2016). The task is: Predict the product of the given reaction. Given the reactants [C:1]([O:5][C:6]([N:8]([CH3:10])[NH2:9])=[O:7])([CH3:4])([CH3:3])[CH3:2].[F:11][C:12]1[CH:17]=[CH:16][CH:15]=[C:14]([F:18])[C:13]=1B(O)O.C(N(CC)CC)C, predict the reaction product. The product is: [C:1]([O:5][C:6]([N:8]([CH3:10])[NH:9][C:13]1[C:12]([F:11])=[CH:17][CH:16]=[CH:15][C:14]=1[F:18])=[O:7])([CH3:4])([CH3:3])[CH3:2].